Dataset: Catalyst prediction with 721,799 reactions and 888 catalyst types from USPTO. Task: Predict which catalyst facilitates the given reaction. Reactant: [Se](=O)=[O:2].[Br:4][C:5]1[C:14]2[C:9](=[CH:10][CH:11]=[C:12]([O:15][CH:16]3[CH2:21][CH2:20][CH:19]([C:22]([CH3:25])([CH3:24])[CH3:23])[CH2:18][CH2:17]3)[CH:13]=2)[N:8]=[C:7]([CH3:26])[CH:6]=1. Product: [Br:4][C:5]1[C:14]2[C:9](=[CH:10][CH:11]=[C:12]([O:15][C@H:16]3[CH2:21][CH2:20][C@H:19]([C:22]([CH3:23])([CH3:25])[CH3:24])[CH2:18][CH2:17]3)[CH:13]=2)[N:8]=[C:7]([CH:26]=[O:2])[CH:6]=1. The catalyst class is: 12.